The task is: Predict which catalyst facilitates the given reaction.. This data is from Catalyst prediction with 721,799 reactions and 888 catalyst types from USPTO. (1) Reactant: [F:1][C:2]1[CH:3]=[C:4]([CH:31]=[CH:32][C:33]=1[NH:34][C:35]([C:37]1([C:40](=[O:49])[NH:41][C:42]2[CH:47]=[CH:46][C:45]([F:48])=[CH:44][CH:43]=2)[CH2:39][CH2:38]1)=[O:36])[O:5][C:6]1[CH:11]=[CH:10][N:9]=[C:8]([N:12](C(OC2C=CC=CC=2)=O)[C:13](=O)[O:14]C2C=CC=CC=2)[CH:7]=1.[CH3:50][N:51]([CH3:57])[C@H:52]1[CH2:56][CH2:55][NH:54][CH2:53]1. Product: [CH3:50][N:51]([CH3:57])[C@H:52]1[CH2:56][CH2:55][N:54]([C:13]([NH:12][C:8]2[CH:7]=[C:6]([O:5][C:4]3[CH:31]=[CH:32][C:33]([NH:34][C:35]([C:37]4([C:40]([NH:41][C:42]5[CH:43]=[CH:44][C:45]([F:48])=[CH:46][CH:47]=5)=[O:49])[CH2:39][CH2:38]4)=[O:36])=[C:2]([F:1])[CH:3]=3)[CH:11]=[CH:10][N:9]=2)=[O:14])[CH2:53]1. The catalyst class is: 9. (2) Reactant: [N+:1]([C:4]1[CH:26]=[CH:25][C:7]([O:8][C:9]2[CH:10]=[C:11]([NH:15][S:16]([C:19]3[CH:24]=[CH:23][CH:22]=[CH:21][CH:20]=3)(=[O:18])=[O:17])[CH:12]=[CH:13][CH:14]=2)=[CH:6][C:5]=1[CH2:27][NH:28][CH2:29][CH2:30][CH3:31])([O-])=O.S1C=CC=C1.O=[Si]=O. Product: [NH2:1][C:4]1[CH:26]=[CH:25][C:7]([O:8][C:9]2[CH:10]=[C:11]([NH:15][S:16]([C:19]3[CH:24]=[CH:23][CH:22]=[CH:21][CH:20]=3)(=[O:18])=[O:17])[CH:12]=[CH:13][CH:14]=2)=[CH:6][C:5]=1[CH2:27][NH:28][CH2:29][CH2:30][CH3:31]. The catalyst class is: 19.